Task: Predict the reaction yield, written as a fraction of the theoretical maximum amount of product (1.0 means a 100% yield; for example, 0.34 means a 34% yield).. Dataset: Buchwald-Hartwig C-N cross coupling reaction yields with 55,370 reactions (1) The reactants are COc1ccc(I)cc1.Cc1ccc(N)cc1.O=S(=O)(O[Pd]1c2ccccc2-c2ccccc2N~1)C(F)(F)F.CC(C)c1cc(C(C)C)c(-c2ccccc2P(C2CCCCC2)C2CCCCC2)c(C(C)C)c1.CCN=P(N=P(N(C)C)(N(C)C)N(C)C)(N(C)C)N(C)C.COC(=O)c1cc(-c2ccco2)on1. No catalyst specified. The product is COc1ccc(Nc2ccc(C)cc2)cc1. The yield is 0.0923. (2) The yield is 0.389. No catalyst specified. The reactants are FC(F)(F)c1ccc(Br)cc1.Cc1ccc(N)cc1.O=S(=O)(O[Pd]1c2ccccc2-c2ccccc2N~1)C(F)(F)F.CC(C)c1cc(C(C)C)c(-c2ccccc2P(C(C)(C)C)C(C)(C)C)c(C(C)C)c1.CCN=P(N=P(N(C)C)(N(C)C)N(C)C)(N(C)C)N(C)C.COC(=O)c1cc(-c2ccco2)on1. The product is Cc1ccc(Nc2ccc(C(F)(F)F)cc2)cc1.